This data is from Forward reaction prediction with 1.9M reactions from USPTO patents (1976-2016). The task is: Predict the product of the given reaction. Given the reactants [CH3:1][O:2][C:3]1[CH:8]=[CH:7][C:6]([CH2:9][C:10]([OH:12])=[O:11])=[CH:5][CH:4]=1.S(=O)(=O)(O)O.[CH3:18]O, predict the reaction product. The product is: [CH3:1][O:2][C:3]1[CH:4]=[CH:5][C:6]([CH2:9][C:10]([O:12][CH3:18])=[O:11])=[CH:7][CH:8]=1.